This data is from Catalyst prediction with 721,799 reactions and 888 catalyst types from USPTO. The task is: Predict which catalyst facilitates the given reaction. (1) Reactant: FC(F)(F)C(O)=O.C([O:12][C:13](=[O:50])[C@H:14]1[CH2:18][CH2:17][CH2:16][N:15]1[C:19](=[O:49])[CH2:20][CH:21]1[O:27][CH:26]([C:28]2[CH:33]=[CH:32][CH:31]=[C:30]([O:34][CH3:35])[C:29]=2[O:36][CH3:37])[C:25]2[CH:38]=[C:39]([Cl:42])[CH:40]=[CH:41][C:24]=2[N:23]2[C:43]([CH:46]([CH3:48])[CH3:47])=[N:44][N:45]=[C:22]12)(C)(C)C. Product: [Cl:42][C:39]1[CH:40]=[CH:41][C:24]2[N:23]3[C:43]([CH:46]([CH3:47])[CH3:48])=[N:44][N:45]=[C:22]3[CH:21]([CH2:20][C:19]([N:15]3[CH2:16][CH2:17][CH2:18][C@@H:14]3[C:13]([OH:50])=[O:12])=[O:49])[O:27][CH:26]([C:28]3[CH:33]=[CH:32][CH:31]=[C:30]([O:34][CH3:35])[C:29]=3[O:36][CH3:37])[C:25]=2[CH:38]=1. The catalyst class is: 4. (2) Reactant: [C:1]([O:5][C:6]([NH:8][C:9]1([C@H:12]2[CH2:16][N:15]([C@H:17]([C:19]3[CH:24]=[CH:23][CH:22]=[CH:21][CH:20]=3)[CH3:18])[C:14](=[O:25])[CH2:13]2)[CH2:11][CH2:10]1)=[O:7])([CH3:4])([CH3:3])[CH3:2].[H-].[Na+].[CH2:28](I)[CH3:29].[Cl-].[NH4+]. Product: [C:1]([O:5][C:6]([N:8]([C:9]1([C@H:12]2[CH2:16][N:15]([C@H:17]([C:19]3[CH:20]=[CH:21][CH:22]=[CH:23][CH:24]=3)[CH3:18])[C:14](=[O:25])[CH2:13]2)[CH2:11][CH2:10]1)[CH2:28][CH3:29])=[O:7])([CH3:2])([CH3:3])[CH3:4]. The catalyst class is: 42. (3) Reactant: Cl[CH2:2][C:3](=O)[CH3:4].[Br-].[Li+].[CH2:8]([O:10][C:11](=[O:24])[CH2:12][CH2:13][C:14]1[CH:19]=[C:18]([C:20]([F:23])([F:22])[F:21])[CH:17]=[CH:16][N:15]=1)[CH3:9]. Product: [CH2:8]([O:10][C:11](=[O:24])[CH2:12][C:13]1[C:3]([CH3:4])=[CH:2][N:15]2[C:14]=1[CH:19]=[C:18]([C:20]([F:21])([F:22])[F:23])[CH:17]=[CH:16]2)[CH3:9]. The catalyst class is: 10. (4) Reactant: [Cl-].[Al+3].[Cl-].[Cl-].[O:5]1[C:10]2[CH:11]=[CH:12][CH:13]=[CH:14][C:9]=2[NH:8][C:7](=[O:15])[CH2:6]1.[Cl:16][CH2:17][CH2:18][C:19](Cl)=[O:20]. Product: [Cl:16][CH2:17][CH2:18][C:19]([C:13]1[CH:12]=[CH:11][C:10]2[O:5][CH2:6][C:7](=[O:15])[NH:8][C:9]=2[CH:14]=1)=[O:20]. The catalyst class is: 68. (5) Reactant: C1(P(C2CCCCC2)C2C=CC=CC=2C2C(C(C)C)=CC(C(C)C)=CC=2C(C)C)CCCCC1.[O:35]1[CH2:40][CH2:39][N:38]([C:41]2[C:46]([NH2:47])=[CH:45][C:44]([N:48]3[CH2:53][CH2:52][O:51][CH2:50][CH2:49]3)=[CH:43][N:42]=2)[CH2:37][CH2:36]1.Cl[C:55]1[C:64]2[C:59](=[CH:60][C:61]([F:66])=[CH:62][C:63]=2[F:65])[N:58]=[C:57]([C:67]2[CH:68]=[N:69][CH:70]=[C:71]([Cl:73])[CH:72]=2)[C:56]=1[CH3:74].CC(C)([O-])C.[Na+]. Product: [Cl:73][C:71]1[CH:72]=[C:67]([C:57]2[C:56]([CH3:74])=[C:55]([NH:47][C:46]3[C:41]([N:38]4[CH2:39][CH2:40][O:35][CH2:36][CH2:37]4)=[N:42][CH:43]=[C:44]([N:48]4[CH2:49][CH2:50][O:51][CH2:52][CH2:53]4)[CH:45]=3)[C:64]3[C:59](=[CH:60][C:61]([F:66])=[CH:62][C:63]=3[F:65])[N:58]=2)[CH:68]=[N:69][CH:70]=1. The catalyst class is: 101. (6) Reactant: [Br:1][C:2]1[N:7]=[CH:6][C:5](/[N:8]=[CH:9]/[CH:10](OCC)C)=[C:4]([NH:15][CH:16]([CH3:21])[C:17]([F:20])([F:19])[F:18])[CH:3]=1.C(=O)([O-])[O-].[K+].[K+].CN(C)C=O. Product: [Br:1][C:2]1[N:7]=[CH:6][C:5]2[N:8]=[C:9]([CH3:10])[N:15]([CH:16]([CH3:21])[C:17]([F:20])([F:19])[F:18])[C:4]=2[CH:3]=1. The catalyst class is: 6. (7) Reactant: [NH2:1][C:2]1[CH:3]=[C:4]2[C:8](=[CH:9][CH:10]=1)[NH:7][C:6]([CH3:11])=[CH:5]2.[C:12]([O:16][C:17](O[C:17]([O:16][C:12]([CH3:15])([CH3:14])[CH3:13])=[O:18])=[O:18])([CH3:15])([CH3:14])[CH3:13]. Product: [C:17]([NH:1][C:2]1[CH:3]=[C:4]2[C:8](=[CH:9][CH:10]=1)[NH:7][C:6]([CH3:11])=[CH:5]2)([O:16][C:12]([CH3:15])([CH3:14])[CH3:13])=[O:18]. The catalyst class is: 23. (8) Reactant: [CH3:1][C:2]1([C:17]2[CH:18]=[C:19]([NH2:23])[CH:20]=[CH:21][CH:22]=2)[CH:7]2[CH:3]1[CH2:4][N:5]([CH2:8][CH2:9][CH2:10][C:11]1[CH:16]=[CH:15][CH:14]=[CH:13][CH:12]=1)[CH2:6]2.[CH3:24][O:25][CH2:26][CH2:27][S:28](Cl)(=[O:30])=[O:29].O.ClCCl. Product: [CH3:1][C:2]1([C:17]2[CH:18]=[C:19]([NH:23][S:28]([CH2:27][CH2:26][O:25][CH3:24])(=[O:30])=[O:29])[CH:20]=[CH:21][CH:22]=2)[CH:3]2[CH:7]1[CH2:6][N:5]([CH2:8][CH2:9][CH2:10][C:11]1[CH:16]=[CH:15][CH:14]=[CH:13][CH:12]=1)[CH2:4]2. The catalyst class is: 17. (9) Reactant: [CH3:1][C:2]1([CH3:9])[O:6][CH:5]([CH2:7][NH2:8])[CH2:4][O:3]1.[S:10](Cl)([Cl:13])(=[O:12])=[O:11]. Product: [CH3:1][C:2]1([CH3:9])[O:6][CH:5]([CH2:7][NH:8][S:10]([Cl:13])(=[O:12])=[O:11])[CH2:4][O:3]1. The catalyst class is: 79. (10) The catalyst class is: 9. Reactant: [C:1]([C:3]1[CH:4]=[C:5]([CH:9]=[CH:10][C:11]=1[O:12][CH3:13])[C:6](O)=[O:7])#[N:2].C1(C)C=CC=CC=1.S(Cl)([Cl:23])=O. Product: [C:1]([C:3]1[CH:4]=[C:5]([CH:9]=[CH:10][C:11]=1[O:12][CH3:13])[C:6]([Cl:23])=[O:7])#[N:2].